Task: Predict which catalyst facilitates the given reaction.. Dataset: Catalyst prediction with 721,799 reactions and 888 catalyst types from USPTO Product: [Cl:1][C:2]1[CH:10]=[CH:9][C:8]2[N:7](/[CH:33]=[C:34](/[CH:36]3[CH2:41][CH2:40][CH2:39][CH2:38][CH2:37]3)\[CH3:35])[C:6]3[CH2:11][CH2:12][N:13]([CH3:15])[CH2:14][C:5]=3[C:4]=2[CH:3]=1. The catalyst class is: 122. Reactant: [Cl:1][C:2]1[CH:10]=[CH:9][C:8]2[NH:7][C:6]3[CH2:11][CH2:12][N:13]([CH3:15])[CH2:14][C:5]=3[C:4]=2[CH:3]=1.P([O-])([O-])([O-])=O.[K+].[K+].[K+].N1CCC[C@H]1C(O)=O.Br[CH:33]=[C:34]([CH:36]1[CH2:41][CH2:40][CH2:39][CH2:38][CH2:37]1)[CH3:35].